From a dataset of Reaction yield outcomes from USPTO patents with 853,638 reactions. Predict the reaction yield, written as a fraction of the theoretical maximum amount of product (1.0 means a 100% yield; for example, 0.34 means a 34% yield). (1) The reactants are C[O:2][C:3]1[CH:4]=[C:5]2[C:9](=[CH:10][C:11]=1[O:12]C)[C:8](=[O:14])[O:7][CH2:6]2.B(Br)(Br)Br. The yield is 0.830. The product is [OH:2][C:3]1[CH:4]=[C:5]2[C:9](=[CH:10][C:11]=1[OH:12])[C:8](=[O:14])[O:7][CH2:6]2. The catalyst is C(Cl)Cl. (2) The reactants are [Br:1][C:2]1[CH:7]=[CH:6][C:5]([C:8]([C:10]2[CH:15]=[CH:14][C:13]([OH:16])=[CH:12][CH:11]=2)=O)=[CH:4][CH:3]=1.[C:17]1(=O)[CH2:23][CH2:22][CH2:21][CH2:20][CH2:19][CH2:18]1. No catalyst specified. The product is [Br:1][C:2]1[CH:7]=[CH:6][C:5]([C:8](=[C:17]2[CH2:23][CH2:22][CH2:21][CH2:20][CH2:19][CH2:18]2)[C:10]2[CH:15]=[CH:14][C:13]([OH:16])=[CH:12][CH:11]=2)=[CH:4][CH:3]=1. The yield is 0.780. (3) The reactants are [C:1]1([S:7]([N:10]2C3C=CC=C(C=O)C=3[CH:12]=[N:11]2)(=[O:9])=[O:8])[CH:6]=[CH:5][CH:4]=[CH:3][CH:2]=1.[C:21]1([C:27]2C(C3C=CC=CC=3)=[C:29]([NH:33][CH:34](P(=O)([O-])[O-])[C:35]3C=CN=CC=3)[CH:30]=[CH:31][CH:32]=2)[CH:26]=[CH:25][CH:24]=[CH:23][CH:22]=1.C(=O)([O-])[O-:52].[Cs+].[Cs+].Cl. The catalyst is C(O)(C)C.O1CCCC1. The product is [C:1]1([S:7]([N:10]2[C:25]3[C:26](=[C:21]([CH2:27][C:32]([C:31]4[CH:30]=[CH:29][N:33]=[CH:34][CH:35]=4)=[O:52])[CH:22]=[CH:23][CH:24]=3)[CH:12]=[N:11]2)(=[O:8])=[O:9])[CH:2]=[CH:3][CH:4]=[CH:5][CH:6]=1. The yield is 0.970.